This data is from Reaction yield outcomes from USPTO patents with 853,638 reactions. The task is: Predict the reaction yield, written as a fraction of the theoretical maximum amount of product (1.0 means a 100% yield; for example, 0.34 means a 34% yield). The reactants are [Cl:1][C:2]1[CH:7]=[CH:6][CH:5]=[C:4]([Cl:8])[C:3]=1[NH:9][C:10]([NH:12][C:13]1[S:14][C:15]([CH:21]([CH3:23])[CH3:22])=[CH:16][C:17]=1[C:18]([OH:20])=O)=[O:11].CN(C(ON1N=NC2C=CC=NC1=2)=[N+](C)C)C.F[P-](F)(F)(F)(F)F.CCN(C(C)C)C(C)C.Cl.[NH2:58][C@@H:59]([CH:64]1[CH2:69][CH2:68][CH2:67][CH2:66][CH2:65]1)[C:60]([O:62][CH3:63])=[O:61]. The catalyst is CN(C=O)C. The product is [CH:64]1([C@H:59]([NH:58][C:18]([C:17]2[CH:16]=[C:15]([CH:21]([CH3:23])[CH3:22])[S:14][C:13]=2[NH:12][C:10]([NH:9][C:3]2[C:4]([Cl:8])=[CH:5][CH:6]=[CH:7][C:2]=2[Cl:1])=[O:11])=[O:20])[C:60]([O:62][CH3:63])=[O:61])[CH2:69][CH2:68][CH2:67][CH2:66][CH2:65]1. The yield is 0.600.